Dataset: Reaction yield outcomes from USPTO patents with 853,638 reactions. Task: Predict the reaction yield, written as a fraction of the theoretical maximum amount of product (1.0 means a 100% yield; for example, 0.34 means a 34% yield). (1) The reactants are [N+:1]([C:4]1[CH:12]=[CH:11][CH:10]=[C:9]2[C:5]=1[CH:6]=[N:7][NH:8]2)([O-])=O.[H][H]. The catalyst is [Pd].C(O)C. The product is [NH:8]1[C:9]2[C:5](=[C:4]([NH2:1])[CH:12]=[CH:11][CH:10]=2)[CH:6]=[N:7]1. The yield is 1.00. (2) The reactants are [H-].[Na+].CCCCCC.[F:9][C:10]([F:18])=[CH:11][CH:12]1[CH2:16][NH:15][C:14](=[O:17])[CH2:13]1.Br[CH2:20][C:21]1[N:25]2[N:26]=[C:27]([Cl:30])[CH:28]=[CH:29][C:24]2=[N:23][C:22]=1[C:31]([F:34])([F:33])[F:32]. The catalyst is C1COCC1.O. The product is [Cl:30][C:27]1[CH:28]=[CH:29][C:24]2[N:25]([C:21]([CH2:20][N:15]3[CH2:16][CH:12]([CH:11]=[C:10]([F:18])[F:9])[CH2:13][C:14]3=[O:17])=[C:22]([C:31]([F:34])([F:33])[F:32])[N:23]=2)[N:26]=1. The yield is 0.720. (3) The reactants are Br[C:2]1[CH:3]=[C:4]([CH:9]=[C:10]([O:13][CH3:14])[C:11]=1[Cl:12])[C:5]([O:7][CH3:8])=[O:6].[C:15]([Si](C(C)C)(C(C)C)C(C)C)#[CH:16].C(N(CC)CC)C. The catalyst is C1COCC1.[Cu]I.Cl[Pd](Cl)([P](C1C=CC=CC=1)(C1C=CC=CC=1)C1C=CC=CC=1)[P](C1C=CC=CC=1)(C1C=CC=CC=1)C1C=CC=CC=1. The product is [Cl:12][C:11]1[C:10]([O:13][CH3:14])=[CH:9][C:4]([C:5]([O:7][CH3:8])=[O:6])=[CH:3][C:2]=1[C:15]#[CH:16]. The yield is 0.384. (4) The reactants are [Br:1][CH2:2][CH2:3][CH2:4][CH2:5][CH2:6][CH2:7][CH2:8][CH2:9][CH2:10][OH:11].C(=O)(O)[O-].[Na+].[Br-].[K+].S(=O)(O)[O-].[Na+]. The catalyst is O.ClCCl. The product is [Br:1][CH2:2][CH2:3][CH2:4][CH2:5][CH2:6][CH2:7][CH2:8][CH2:9][CH:10]=[O:11]. The yield is 0.940. (5) The catalyst is C(O)C. The reactants are [C:1]([C:4]1[C:5]([CH3:15])=[CH:6][C:7]([CH3:14])=[C:8]([CH:13]=1)[C:9]([O:11][CH3:12])=[O:10])(=[S:3])[NH2:2].C(=O)(O)[O-].[Na+].Br[CH:22]1[C:27](=O)[CH2:26][CH2:25][O:24][CH2:23]1. The yield is 0.560. The product is [N:2]1[C:27]2[CH2:26][CH2:25][O:24][CH2:23][C:22]=2[S:3][C:1]=1[C:4]1[C:5]([CH3:15])=[CH:6][C:7]([CH3:14])=[C:8]([CH:13]=1)[C:9]([O:11][CH3:12])=[O:10]. (6) The reactants are [C:1]([N:8]1[CH2:12][C@@H:11]([NH:13][CH:14]2[CH2:19][CH2:18][C:17]([F:21])([F:20])[CH2:16][CH2:15]2)[CH2:10][C@H:9]1[C:22]([O:24][CH3:25])=[O:23])([O:3][C:4]([CH3:7])([CH3:6])[CH3:5])=[O:2].[C:26](Cl)(=[O:31])[C:27]([CH3:30])([CH3:29])[CH3:28]. The catalyst is ClCCCl.CN(C1C=CN=CC=1)C. The product is [C:1]([N:8]1[CH2:12][C@@H:11]([N:13]([CH:14]2[CH2:19][CH2:18][C:17]([F:20])([F:21])[CH2:16][CH2:15]2)[C:26](=[O:31])[C:27]([CH3:30])([CH3:29])[CH3:28])[CH2:10][C@H:9]1[C:22]([O:24][CH3:25])=[O:23])([O:3][C:4]([CH3:7])([CH3:6])[CH3:5])=[O:2]. The yield is 0.820.